From a dataset of Peptide-MHC class I binding affinity with 185,985 pairs from IEDB/IMGT. Regression. Given a peptide amino acid sequence and an MHC pseudo amino acid sequence, predict their binding affinity value. This is MHC class I binding data. (1) The peptide sequence is EPADHLAIM. The MHC is HLA-A02:01 with pseudo-sequence HLA-A02:01. The binding affinity (normalized) is 0.396. (2) The peptide sequence is RMMGVKYLM. The MHC is HLA-A32:07 with pseudo-sequence HLA-A32:07. The binding affinity (normalized) is 0.936. (3) The peptide sequence is HEEPVPMSTY. The MHC is HLA-B44:03 with pseudo-sequence HLA-B44:03. The binding affinity (normalized) is 0.444. (4) The MHC is HLA-B54:01 with pseudo-sequence HLA-B54:01. The peptide sequence is LPYPQPQL. The binding affinity (normalized) is 0.331. (5) The peptide sequence is CASSSDWFY. The MHC is HLA-A02:11 with pseudo-sequence HLA-A02:11. The binding affinity (normalized) is 0.0847. (6) The peptide sequence is FQMGGIGPM. The MHC is HLA-B40:13 with pseudo-sequence HLA-B40:13. The binding affinity (normalized) is 0.797. (7) The peptide sequence is GKPLEATVI. The MHC is Mamu-B1001 with pseudo-sequence Mamu-B1001. The binding affinity (normalized) is 0. (8) The peptide sequence is STIPETILEL. The MHC is HLA-A02:06 with pseudo-sequence HLA-A02:06. The binding affinity (normalized) is 0.595. (9) The peptide sequence is RRWRRLTVC. The MHC is HLA-A02:01 with pseudo-sequence HLA-A02:01. The binding affinity (normalized) is 0.213.